This data is from Full USPTO retrosynthesis dataset with 1.9M reactions from patents (1976-2016). The task is: Predict the reactants needed to synthesize the given product. Given the product [F:1][C:2]1[CH:7]=[CH:6][C:5](/[CH:8]=[CH:9]/[C:10]([OH:12])=[O:11])=[CH:4][C:3]=1[NH:15][C:16]([C:18]1[C:27]2[C:22](=[CH:23][CH:24]=[CH:25][CH:26]=2)[CH:21]=[C:20]([C:28]2[CH:33]=[CH:32][CH:31]=[C:30]([CH2:34][OH:35])[CH:29]=2)[CH:19]=1)=[O:17], predict the reactants needed to synthesize it. The reactants are: [F:1][C:2]1[CH:7]=[CH:6][C:5](/[CH:8]=[CH:9]/[C:10]([O:12]CC)=[O:11])=[CH:4][C:3]=1[NH:15][C:16]([C:18]1[C:27]2[C:22](=[CH:23][CH:24]=[CH:25][CH:26]=2)[CH:21]=[C:20]([C:28]2[CH:33]=[CH:32][CH:31]=[C:30]([CH2:34][OH:35])[CH:29]=2)[CH:19]=1)=[O:17].O[Li].O.